Dataset: Catalyst prediction with 721,799 reactions and 888 catalyst types from USPTO. Task: Predict which catalyst facilitates the given reaction. Reactant: C([O:9][CH2:10][CH2:11][O:12][CH2:13][CH2:14][N:15]1[C:23]2[C:22](Cl)=[N:21][CH:20]=[N:19][C:18]=2[CH:17]=[CH:16]1)(=O)C1C=CC=CC=1.[Cl:25][C:26]1[CH:27]=[C:28]([CH:30]=[CH:31][C:32]=1[O:33][C:34]1[CH:39]=[CH:38][CH:37]=[C:36]([CH2:40][N:41]2[CH:45]=[CH:44][N:43]=[C:42]2[CH3:46])[CH:35]=1)[NH2:29].Cl.N1C=CC=CC=1.C(=O)(O)[O-].[Na+]. The catalyst class is: 60. Product: [Cl:25][C:26]1[CH:27]=[C:28]([NH:29][C:22]2[C:23]3[N:15]([CH2:14][CH2:13][O:12][CH2:11][CH2:10][OH:9])[CH:16]=[CH:17][C:18]=3[N:19]=[CH:20][N:21]=2)[CH:30]=[CH:31][C:32]=1[O:33][C:34]1[CH:39]=[CH:38][CH:37]=[C:36]([CH2:40][N:41]2[CH:45]=[CH:44][N:43]=[C:42]2[CH3:46])[CH:35]=1.